Dataset: Forward reaction prediction with 1.9M reactions from USPTO patents (1976-2016). Task: Predict the product of the given reaction. (1) Given the reactants Br[C:2]1[C:3]([CH2:26][N:27]2[CH2:32][CH2:31][O:30][CH2:29][CH2:28]2)=[CH:4][C:5]([O:17][CH2:18][C:19]2[CH:24]=[CH:23][C:22]([F:25])=[CH:21][CH:20]=2)=[C:6]([CH:16]=1)[C:7]([NH:9][C:10]1[C:11]([CH3:15])=[N:12][O:13][CH:14]=1)=[O:8].[CH3:33][N:34]1[CH:38]=[C:37](B2OC(C)(C)C(C)(C)O2)[CH:36]=[N:35]1.C(=O)([O-])[O-].[Na+].[Na+], predict the reaction product. The product is: [F:25][C:22]1[CH:23]=[CH:24][C:19]([CH2:18][O:17][C:5]2[CH:4]=[C:3]([CH2:26][N:27]3[CH2:32][CH2:31][O:30][CH2:29][CH2:28]3)[C:2]([C:37]3[CH:36]=[N:35][N:34]([CH3:33])[CH:38]=3)=[CH:16][C:6]=2[C:7]([NH:9][C:10]2[C:11]([CH3:15])=[N:12][O:13][CH:14]=2)=[O:8])=[CH:20][CH:21]=1. (2) Given the reactants [CH:1]1([CH:5]([NH:11][C:12]2[C:17]([F:18])=[CH:16][N:15]=[C:14]([C:19]3[C:27]4[C:22](=[N:23][CH:24]=[C:25]([F:28])[CH:26]=4)[NH:21][CH:20]=3)[N:13]=2)[CH2:6][C:7]([O:9]C)=[O:8])[CH2:4][CH2:3][CH2:2]1.[OH-].[Na+], predict the reaction product. The product is: [CH:1]1([CH:5]([NH:11][C:12]2[C:17]([F:18])=[CH:16][N:15]=[C:14]([C:19]3[C:27]4[C:22](=[N:23][CH:24]=[C:25]([F:28])[CH:26]=4)[NH:21][CH:20]=3)[N:13]=2)[CH2:6][C:7]([OH:9])=[O:8])[CH2:4][CH2:3][CH2:2]1. (3) The product is: [NH2:2][CH2:1][CH:3]([CH:4]1[CH2:5][CH2:6][N:7]([C:10]([O:12][C:13]([CH3:16])([CH3:15])[CH3:14])=[O:11])[CH2:8][CH2:9]1)[C:17]1[CH:22]=[CH:21][C:20]([C:23]([F:26])([F:24])[F:25])=[CH:19][CH:18]=1. Given the reactants [C:1]([CH:3]([C:17]1[CH:22]=[CH:21][C:20]([C:23]([F:26])([F:25])[F:24])=[CH:19][CH:18]=1)[CH:4]1[CH2:9][CH2:8][N:7]([C:10]([O:12][C:13]([CH3:16])([CH3:15])[CH3:14])=[O:11])[CH2:6][CH2:5]1)#[N:2].N, predict the reaction product. (4) Given the reactants NN.O=[C:4]1[C:12]2C(=CC=CC=2)C(=O)[N:5]1[O:14][CH2:15][C:16]1[N:17]([CH2:30][CH2:31][CH2:32][CH2:33][NH:34][C:35](=[O:42])[C:36]2[CH:41]=[CH:40][CH:39]=[CH:38][CH:37]=2)[C:18]2[C:23]([CH3:24])=[C:22]([CH3:25])[N:21]3[N:26]=[N:27][N:28]=[C:20]3[C:19]=2[N:29]=1, predict the reaction product. The product is: [CH:4](=[N:5][O:14][CH2:15][C:16]1[N:17]([CH2:30][CH2:31][CH2:32][CH2:33][NH:34][C:35](=[O:42])[C:36]2[CH:41]=[CH:40][CH:39]=[CH:38][CH:37]=2)[C:18]2[C:23]([CH3:24])=[C:22]([CH3:25])[N:21]3[N:26]=[N:27][N:28]=[C:20]3[C:19]=2[N:29]=1)[CH3:12]. (5) Given the reactants [NH2:1][C:2]1[C:10]2[C:9]([C:11]3[CH:16]=[CH:15][C:14]([Cl:17])=[C:13]([Cl:18])[CH:12]=3)=[N:8][C:7](S(C)=O)=[N:6][C:5]=2[S:4][C:3]=1[C:22]([NH2:24])=[O:23].[NH2:25][CH2:26][CH2:27][OH:28].C(N(CC)CC)C, predict the reaction product. The product is: [NH2:1][C:2]1[C:10]2[C:9]([C:11]3[CH:16]=[CH:15][C:14]([Cl:17])=[C:13]([Cl:18])[CH:12]=3)=[N:8][C:7]([NH:25][CH2:26][CH2:27][OH:28])=[N:6][C:5]=2[S:4][C:3]=1[C:22]([NH2:24])=[O:23]. (6) The product is: [CH2:1]([N:3]([CH3:27])[C:4]1[N:26]=[C:7]2[CH:8]=[C:9]([NH:12][C:13]([C:15]3[N:19]([CH3:20])[N:18]=[CH:17][C:16]=3[C:21]([OH:23])=[O:22])=[O:14])[CH:10]=[CH:11][N:6]2[N:5]=1)[CH3:2]. Given the reactants [CH2:1]([N:3]([CH3:27])[C:4]1[N:26]=[C:7]2[CH:8]=[C:9]([NH:12][C:13]([C:15]3[N:19]([CH3:20])[N:18]=[CH:17][C:16]=3[C:21]([O:23]CC)=[O:22])=[O:14])[CH:10]=[CH:11][N:6]2[N:5]=1)[CH3:2].O.[OH-].[Li+].Cl, predict the reaction product. (7) Given the reactants [CH3:1][C:2]1[N:3]=[C:4]([C:12]2[CH:17]=[CH:16][CH:15]=[C:14]([C:18]([F:21])([F:20])[F:19])[CH:13]=2)[N:5]2[C:10]=1[CH2:9][NH:8][C:7]([NH2:11])=[N:6]2, predict the reaction product. The product is: [CH3:1][C:2]1[N:3]=[C:4]([C:12]2[CH:17]=[CH:16][CH:15]=[C:14]([C:18]([F:21])([F:19])[F:20])[CH:13]=2)[N:5]2[C:10]=1[CH:9]=[N:8][C:7]([NH2:11])=[N:6]2.